From a dataset of Forward reaction prediction with 1.9M reactions from USPTO patents (1976-2016). Predict the product of the given reaction. Given the reactants [Cl:1][C:2]1[CH:3]=[C:4]([C:12]2[O:16][N:15]=[C:14]([C:17]([NH:19][C:20]3[CH:25]=[CH:24][C:23]([O:26][CH2:27][CH:28]4[CH2:30][O:29]4)=[CH:22][CH:21]=3)=[O:18])[CH:13]=2)[CH:5]=[CH:6][C:7]=1[O:8][CH:9]([CH3:11])[CH3:10].[NH3:31], predict the reaction product. The product is: [NH2:31][CH2:30][CH:28]([OH:29])[CH2:27][O:26][C:23]1[CH:22]=[CH:21][C:20]([NH:19][C:17]([C:14]2[CH:13]=[C:12]([C:4]3[CH:5]=[CH:6][C:7]([O:8][CH:9]([CH3:10])[CH3:11])=[C:2]([Cl:1])[CH:3]=3)[O:16][N:15]=2)=[O:18])=[CH:25][CH:24]=1.